Dataset: Forward reaction prediction with 1.9M reactions from USPTO patents (1976-2016). Task: Predict the product of the given reaction. (1) Given the reactants [CH2:1]([O:3][C:4]1[CH:5]=[C:6]([C:19]([N:21]2[CH2:26][CH2:25][C:24]3([CH2:35][C:34](=[O:36])[C:33]4[C:28](=[CH:29][CH:30]=[C:31]([C:37]5[CH:38]=[C:39]([C:43]([OH:45])=[O:44])[CH:40]=[N:41][CH:42]=5)[CH:32]=4)[O:27]3)[CH2:23][CH2:22]2)=[O:20])[CH:7]=[C:8]([O:16][CH2:17][CH3:18])[C:9]=1[C:10]1[CH:11]=[N:12][N:13]([CH3:15])[CH:14]=1)[CH3:2].[OH-].[Na+:47], predict the reaction product. The product is: [Na+:47].[CH2:1]([O:3][C:4]1[CH:5]=[C:6]([C:19]([N:21]2[CH2:26][CH2:25][C:24]3([CH2:35][C:34](=[O:36])[C:33]4[C:28](=[CH:29][CH:30]=[C:31]([C:37]5[CH:38]=[C:39]([C:43]([O-:45])=[O:44])[CH:40]=[N:41][CH:42]=5)[CH:32]=4)[O:27]3)[CH2:23][CH2:22]2)=[O:20])[CH:7]=[C:8]([O:16][CH2:17][CH3:18])[C:9]=1[C:10]1[CH:11]=[N:12][N:13]([CH3:15])[CH:14]=1)[CH3:2]. (2) Given the reactants [F:1][C:2]1[CH:3]=[CH:4][C:5]([NH:8][NH:9][C:10](=O)[C:11]2[CH:16]=[CH:15][C:14]([CH2:17][N:18]3[CH2:23][CH2:22][O:21][CH2:20][CH2:19]3)=[CH:13][CH:12]=2)=[N:6][CH:7]=1.C1(P(C2C=CC=CC=2)C2C=CC=CC=2)C=CC=CC=1.C(N(CC)CC)C.ClC(Cl)(Cl)C(Cl)(Cl)Cl, predict the reaction product. The product is: [F:1][C:2]1[CH:3]=[CH:4][C:5]2[N:6]([C:10]([C:11]3[CH:16]=[CH:15][C:14]([CH2:17][N:18]4[CH2:23][CH2:22][O:21][CH2:20][CH2:19]4)=[CH:13][CH:12]=3)=[N:9][N:8]=2)[CH:7]=1. (3) The product is: [C:1]([S:9][C:11]([C:13]1[CH:18]=[CH:17][CH:16]=[CH:15][CH:14]=1)([CH3:12])[CH3:10])(=[S:8])[C:2]1[CH:7]=[CH:6][CH:5]=[CH:4][CH:3]=1. Given the reactants [C:1]([SH:9])(=[S:8])[C:2]1[CH:7]=[CH:6][CH:5]=[CH:4][CH:3]=1.[CH3:10][C:11]([C:13]1[CH:18]=[CH:17][CH:16]=[CH:15][CH:14]=1)=[CH2:12], predict the reaction product. (4) Given the reactants C[O:2][C:3]1[CH:4]=[C:5]([CH:18]=[CH:19][CH:20]=1)[CH2:6][CH:7]1[C:12]([CH3:14])([CH3:13])[C:11](=[CH2:15])[CH2:10][CH2:9][N:8]1C=O.Br, predict the reaction product. The product is: [CH3:15][C:11]12[C:12]([CH3:13])([CH3:14])[CH:7]([NH:8][CH2:9][CH2:10]1)[CH2:6][C:5]1[CH:18]=[CH:19][CH:20]=[C:3]([OH:2])[C:4]2=1. (5) Given the reactants Cl.[Cl:2][C:3]1[CH:8]=[CH:7][C:6]([NH:9]C(=O)C(C)(C)C)=[C:5]([C:16](=[O:21])[C:17]([F:20])([F:19])[F:18])[CH:4]=1.O.CC([O-])=O.[Na+], predict the reaction product. The product is: [NH2:9][C:6]1[CH:7]=[CH:8][C:3]([Cl:2])=[CH:4][C:5]=1[C:16](=[O:21])[C:17]([F:20])([F:18])[F:19]. (6) Given the reactants [NH2:1][C:2]1[N:11]2[N:12]=[C:13]([CH2:15]O)[N:14]=[C:10]2[C:9]2[CH:8]=[CH:7][CH:6]=[C:5]([CH2:17][O:18][CH3:19])[C:4]=2[N:3]=1.S(Cl)([Cl:22])=O, predict the reaction product. The product is: [Cl:22][CH2:15][C:13]1[N:14]=[C:10]2[N:11]([C:2]([NH2:1])=[N:3][C:4]3[C:5]([CH2:17][O:18][CH3:19])=[CH:6][CH:7]=[CH:8][C:9]=32)[N:12]=1. (7) Given the reactants Br[C:2]1[CH:7]=[CH:6][C:5]([Cl:8])=[C:4]([O:9][CH3:10])[C:3]=1[F:11].C([Mg]Br)(C)C.C(O[B:21]1[O:25][C:24]([CH3:27])([CH3:26])[C:23]([CH3:29])([CH3:28])[O:22]1)(C)C, predict the reaction product. The product is: [Cl:8][C:5]1[CH:6]=[CH:7][C:2]([B:21]2[O:25][C:24]([CH3:27])([CH3:26])[C:23]([CH3:29])([CH3:28])[O:22]2)=[C:3]([F:11])[C:4]=1[O:9][CH3:10].